This data is from Reaction yield outcomes from USPTO patents with 853,638 reactions. The task is: Predict the reaction yield, written as a fraction of the theoretical maximum amount of product (1.0 means a 100% yield; for example, 0.34 means a 34% yield). (1) The reactants are [BH4-].[Na+].[CH3:3][O:4][C:5]1[CH:10]=[CH:9][C:8]2[NH:11][CH:12]=[C:13]([CH:14]=[O:15])[C:7]=2[CH:6]=1. The catalyst is CO.C1COCC1.O.C(=O)([O-])[O-].[K+].[K+]. The product is [CH3:3][O:4][C:5]1[CH:6]=[C:7]2[C:8](=[CH:9][CH:10]=1)[NH:11][CH:12]=[C:13]2[CH2:14][OH:15]. The yield is 0.700. (2) The reactants are Cl[C:2]1[CH:34]=[CH:33][C:5]2=[N:6][N:7]([C:9]3[CH:14]=[C:13]([C:15]([CH2:18][C:19]([CH3:22])([CH3:21])[CH3:20])([CH3:17])[CH3:16])[CH:12]=[C:11]([C:23]([C:26]4[CH:31]=[CH:30][CH:29]=[CH:28][CH:27]=4)([CH3:25])[CH3:24])[C:10]=3[OH:32])[N:8]=[C:4]2[CH:3]=1.[CH2:35]([SH:39])[CH2:36][CH2:37][CH3:38].[OH-].[K+].CN1CCCC1=O.Cl. No catalyst specified. The product is [CH2:35]([S:39][C:2]1[CH:34]=[CH:33][C:5]2=[N:6][N:7]([C:9]3[CH:14]=[C:13]([C:15]([CH2:18][C:19]([CH3:22])([CH3:21])[CH3:20])([CH3:17])[CH3:16])[CH:12]=[C:11]([C:23]([C:26]4[CH:31]=[CH:30][CH:29]=[CH:28][CH:27]=4)([CH3:25])[CH3:24])[C:10]=3[OH:32])[N:8]=[C:4]2[CH:3]=1)[CH2:36][CH2:37][CH3:38]. The yield is 0.830.